This data is from Forward reaction prediction with 1.9M reactions from USPTO patents (1976-2016). The task is: Predict the product of the given reaction. (1) Given the reactants CC1C=CC=C(C#CC=C2CCNCC2)N=1.[OH:17][C:18]([CH:22]1[CH2:27][CH2:26][N:25](C(OC(C)(C)C)=O)[CH2:24][CH2:23]1)([CH3:21])[C:19]#[CH:20], predict the reaction product. The product is: [NH:25]1[CH2:26][CH2:27][CH:22]([C:18]([OH:17])([C:19]#[CH:20])[CH3:21])[CH2:23][CH2:24]1. (2) Given the reactants [CH3:1][N:2]1[C:10]2[C:5](=[CH:6][CH:7]=[CH:8][CH:9]=2)[C:4]([C:11]2[C:12](=[O:24])[NH:13][C:14](=[O:23])[C:15]=2[C:16]2[CH:21]=[CH:20][CH:19]=[C:18]([NH2:22])[CH:17]=2)=[CH:3]1.[OH:25][CH2:26][CH2:27][C:28](=O)[CH3:29].[BH3-]C#N.[Na+], predict the reaction product. The product is: [CH3:1][N:2]1[C:10]2[C:5](=[CH:6][CH:7]=[CH:8][CH:9]=2)[C:4]([C:11]2[C:12](=[O:24])[NH:13][C:14](=[O:23])[C:15]=2[C:16]2[CH:21]=[CH:20][CH:19]=[C:18]([NH:22][CH:28]([CH3:29])[CH2:27][CH2:26][OH:25])[CH:17]=2)=[CH:3]1. (3) Given the reactants C([O:3][C:4]([CH:6]1[CH:11]([C:12]2[CH:16]=[CH:15][S:14][CH:13]=2)[CH2:10][CH2:9][N:8]([CH2:17][C:18]2[CH:23]=[CH:22][CH:21]=[CH:20][CH:19]=2)[CH2:7]1)=[O:5])C.Cl, predict the reaction product. The product is: [CH2:17]([N:8]1[CH2:9][CH2:10][CH:11]([C:12]2[CH:16]=[CH:15][S:14][CH:13]=2)[CH:6]([C:4]([OH:5])=[O:3])[CH2:7]1)[C:18]1[CH:23]=[CH:22][CH:21]=[CH:20][CH:19]=1. (4) Given the reactants [C:1]([O:5][C:6]([N:8]1[CH2:13][CH2:12][CH:11]([S:14][C:15]2[N:20]=[CH:19][N:18]=[C:17]3[N:21](C4C=CC(S(C)(=O)=O)=CC=4F)[N:22]=[CH:23][C:16]=23)[CH2:10][CH2:9]1)=[O:7])([CH3:4])([CH3:3])C.Cl.Cl.[F:37][C:38]1[CH:43]=[C:42]([S:44]([CH3:47])(=[O:46])=[O:45])[CH:41]=[CH:40][C:39]=1N1C2=NC=NC(SC3CCNCC3)=C2C=N1.C(N(CC)CC)C.ClC(OC(C)C)=O, predict the reaction product. The product is: [CH:1]([O:5][C:6]([N:8]1[CH2:13][CH2:12][CH:11]([SH:14]([C:39]2[CH:40]=[CH:41][C:42]([S:44]([CH3:47])(=[O:46])=[O:45])=[CH:43][C:38]=2[F:37])[C:15]2[N:20]=[CH:19][N:18]=[C:17]3[NH:21][N:22]=[CH:23][C:16]=23)[CH2:10][CH2:9]1)=[O:7])([CH3:3])[CH3:4]. (5) Given the reactants [Cl:1][C:2]1[C:3]([O:30][C@H:31]2[CH2:36][C@@H:35]([OH:37])[CH2:34][CH2:33][C@@H:32]2[C:38]2[N:42]([CH3:43])[N:41]=[CH:40][CH:39]=2)=[CH:4][C:5]([F:29])=[C:6]([S:8]([N:11](CC2C=CC(OC)=CC=2OC)[C:12]2[CH:17]=[CH:16][N:15]=[CH:14][N:13]=2)(=[O:10])=[O:9])[CH:7]=1.C([SiH](CC)CC)C.FC(F)(F)C(O)=O, predict the reaction product. The product is: [Cl:1][C:2]1[C:3]([O:30][C@H:31]2[CH2:36][C@@H:35]([OH:37])[CH2:34][CH2:33][C@@H:32]2[C:38]2[N:42]([CH3:43])[N:41]=[CH:40][CH:39]=2)=[CH:4][C:5]([F:29])=[C:6]([S:8]([NH:11][C:12]2[CH:17]=[CH:16][N:15]=[CH:14][N:13]=2)(=[O:10])=[O:9])[CH:7]=1. (6) The product is: [C:19]([O:18][C:16]([N:3]1[CH2:4][CH:7]([OH:25])[CH2:6]1)=[O:17])([CH3:20])([CH3:21])[CH3:22]. Given the reactants CC[N:3]([CH2:6][CH3:7])[CH2:4]C.[C:19]([O:18][C:16](O[C:16]([O:18][C:19]([CH3:22])([CH3:21])[CH3:20])=[O:17])=[O:17])([CH3:22])([CH3:21])[CH3:20].CC[OH:25], predict the reaction product. (7) Given the reactants [Br:1][C:2]1[CH:3]=[N:4][C:5]([C:8]([OH:10])=O)=[N:6][CH:7]=1.C(Cl)(=O)C(Cl)=O.CCN(C(C)C)C(C)C.Cl.[CH3:27][C:28]1([C:34]([O:36][CH2:37][CH3:38])=[O:35])[CH2:33][CH2:32][NH:31][CH2:30][CH2:29]1, predict the reaction product. The product is: [Br:1][C:2]1[CH:7]=[N:6][C:5]([C:8]([N:31]2[CH2:32][CH2:33][C:28]([CH3:27])([C:34]([O:36][CH2:37][CH3:38])=[O:35])[CH2:29][CH2:30]2)=[O:10])=[N:4][CH:3]=1. (8) Given the reactants [C:1]([O:5][C:6](=[O:25])[NH:7][C:8]1[C:12]([C:13]2[N:14]([CH2:23][CH3:24])[C:15]3[C:20](Br)=[CH:19][N:18]=[CH:17][C:16]=3[N:22]=2)=[N:11][O:10][N:9]=1)([CH3:4])([CH3:3])[CH3:2].[Li]CCCC.B(OC)(OC)[O:32]C.OO, predict the reaction product. The product is: [C:1]([O:5][C:6](=[O:25])[NH:7][C:8]1[C:12]([C:13]2[N:14]([CH2:23][CH3:24])[C:15]3[C:20]([OH:32])=[CH:19][N:18]=[CH:17][C:16]=3[N:22]=2)=[N:11][O:10][N:9]=1)([CH3:4])([CH3:3])[CH3:2]. (9) Given the reactants FC(F)(F)C(O)=O.[C:8]([N:11]1[C:20]2[C:15](=[CH:16][C:17]([C:21]3[CH:26]=[CH:25][C:24]([CH2:27][CH2:28][NH:29][C:30]([O:32][C:33]([CH3:36])([CH3:35])[CH3:34])=[O:31])=[CH:23][CH:22]=3)=[CH:18][CH:19]=2)[C@H:14]([NH:37][C:38](=[O:43])[O:39][CH:40]([CH3:42])[CH3:41])[CH2:13][C@@H:12]1[CH3:44])(=[O:10])[CH3:9].C1(C)C=CC=CC=1.[ClH:52], predict the reaction product. The product is: [ClH:52].[C:8]([N:11]1[C:20]2[C:15](=[CH:16][C:17]([C:21]3[CH:22]=[CH:23][C:24]([CH2:27][CH2:28][NH:29][C:30]([O:32][C:33]([CH3:34])([CH3:35])[CH3:36])=[O:31])=[CH:25][CH:26]=3)=[CH:18][CH:19]=2)[C@H:14]([NH:37][C:38](=[O:43])[O:39][CH:40]([CH3:41])[CH3:42])[CH2:13][C@@H:12]1[CH3:44])(=[O:10])[CH3:9].